From a dataset of Catalyst prediction with 721,799 reactions and 888 catalyst types from USPTO. Predict which catalyst facilitates the given reaction. Reactant: [Cl:1][C:2]1[C:7]([Cl:8])=[CH:6][CH:5]=[CH:4][C:3]=1[C:9]([N:11]1[CH2:16][CH2:15][C:14]2[C:17]([C:20]3[CH:25]=[CH:24][CH:23]=[CH:22][CH:21]=3)=[N:18][NH:19][C:13]=2[CH2:12]1)=[O:10].[H-].[Na+].I[CH3:29]. Product: [Cl:1][C:2]1[C:7]([Cl:8])=[CH:6][CH:5]=[CH:4][C:3]=1[C:9]([N:11]1[CH2:16][CH2:15][C:14]2[C:17]([C:20]3[CH:21]=[CH:22][CH:23]=[CH:24][CH:25]=3)=[N:18][N:19]([CH3:29])[C:13]=2[CH2:12]1)=[O:10].[Cl:1][C:2]1[C:7]([Cl:8])=[CH:6][CH:5]=[CH:4][C:3]=1[C:9]([N:11]1[CH2:16][CH2:15][C:14]2=[C:17]([C:20]3[CH:21]=[CH:22][CH:23]=[CH:24][CH:25]=3)[N:18]([CH3:29])[N:19]=[C:13]2[CH2:12]1)=[O:10]. The catalyst class is: 3.